Dataset: NCI-60 drug combinations with 297,098 pairs across 59 cell lines. Task: Regression. Given two drug SMILES strings and cell line genomic features, predict the synergy score measuring deviation from expected non-interaction effect. (1) Drug 1: CS(=O)(=O)C1=CC(=C(C=C1)C(=O)NC2=CC(=C(C=C2)Cl)C3=CC=CC=N3)Cl. Drug 2: COCCOC1=C(C=C2C(=C1)C(=NC=N2)NC3=CC=CC(=C3)C#C)OCCOC.Cl. Cell line: HCC-2998. Synergy scores: CSS=-4.76, Synergy_ZIP=1.33, Synergy_Bliss=-1.89, Synergy_Loewe=-5.87, Synergy_HSA=-6.02. (2) Drug 1: CC12CCC3C(C1CCC2O)C(CC4=C3C=CC(=C4)O)CCCCCCCCCS(=O)CCCC(C(F)(F)F)(F)F. Drug 2: CC(C)CN1C=NC2=C1C3=CC=CC=C3N=C2N. Cell line: HS 578T. Synergy scores: CSS=4.79, Synergy_ZIP=-4.54, Synergy_Bliss=-4.49, Synergy_Loewe=-0.537, Synergy_HSA=-0.524. (3) Drug 1: CN(C)N=NC1=C(NC=N1)C(=O)N. Drug 2: CC1=C(C(CCC1)(C)C)C=CC(=CC=CC(=CC(=O)O)C)C. Cell line: M14. Synergy scores: CSS=-1.38, Synergy_ZIP=2.62, Synergy_Bliss=2.78, Synergy_Loewe=1.13, Synergy_HSA=-1.41. (4) Cell line: K-562. Synergy scores: CSS=27.6, Synergy_ZIP=-1.29, Synergy_Bliss=2.87, Synergy_Loewe=3.67, Synergy_HSA=3.67. Drug 1: C1CCC(CC1)NC(=O)N(CCCl)N=O. Drug 2: CC1C(C(=O)NC(C(=O)N2CCCC2C(=O)N(CC(=O)N(C(C(=O)O1)C(C)C)C)C)C(C)C)NC(=O)C3=C4C(=C(C=C3)C)OC5=C(C(=O)C(=C(C5=N4)C(=O)NC6C(OC(=O)C(N(C(=O)CN(C(=O)C7CCCN7C(=O)C(NC6=O)C(C)C)C)C)C(C)C)C)N)C. (5) Drug 2: CC1CCC2CC(C(=CC=CC=CC(CC(C(=O)C(C(C(=CC(C(=O)CC(OC(=O)C3CCCCN3C(=O)C(=O)C1(O2)O)C(C)CC4CCC(C(C4)OC)OCCO)C)C)O)OC)C)C)C)OC. Drug 1: CCC1=C2CN3C(=CC4=C(C3=O)COC(=O)C4(CC)O)C2=NC5=C1C=C(C=C5)O. Synergy scores: CSS=13.9, Synergy_ZIP=-1.31, Synergy_Bliss=1.48, Synergy_Loewe=2.17, Synergy_HSA=2.74. Cell line: MDA-MB-435. (6) Drug 1: CN1CCC(CC1)COC2=C(C=C3C(=C2)N=CN=C3NC4=C(C=C(C=C4)Br)F)OC. Drug 2: CC1C(C(CC(O1)OC2CC(CC3=C2C(=C4C(=C3O)C(=O)C5=C(C4=O)C(=CC=C5)OC)O)(C(=O)CO)O)N)O.Cl. Cell line: OVCAR-5. Synergy scores: CSS=38.2, Synergy_ZIP=-0.909, Synergy_Bliss=1.76, Synergy_Loewe=2.75, Synergy_HSA=4.47.